Dataset: Full USPTO retrosynthesis dataset with 1.9M reactions from patents (1976-2016). Task: Predict the reactants needed to synthesize the given product. (1) The reactants are: [CH3:1][C:2]1[N:3]=[C:4]([NH2:8])[S:5][C:6]=1[CH3:7].Br[CH:10]([C:12]1[CH:17]=[CH:16][CH:15]=[CH:14][CH:13]=1)[CH3:11].[C:18]12([C:28](O)=[O:29])[CH2:27][CH:22]3[CH2:23][CH:24]([CH2:26][CH:20]([CH2:21]3)[CH2:19]1)[CH2:25]2. Given the product [CH3:1][C:2]1[N:3]([CH:10]([C:12]2[CH:17]=[CH:16][CH:15]=[CH:14][CH:13]=2)[CH3:11])/[C:4](=[N:8]/[C:28]([C:18]23[CH2:27][CH:22]4[CH2:23][CH:24]([CH2:26][CH:20]([CH2:21]4)[CH2:19]2)[CH2:25]3)=[O:29])/[S:5][C:6]=1[CH3:7], predict the reactants needed to synthesize it. (2) Given the product [CH3:6][C:7]12[CH2:16][CH2:15][C:14]3[CH:9]([O:10][CH2:11][C:12]4[C:13]=3[CH2:17][CH2:18][C:19](=[O:21])[CH:20]=4)[CH:8]1[CH2:23][CH2:24][C:25]2=[O:26], predict the reactants needed to synthesize it. The reactants are: C[O-].[Na+].CO.[CH3:6][C:7]12[C:25](=[O:26])[CH2:24][CH2:23][CH:8]1[CH:9]1[C:14]([CH2:15][CH2:16]2)=[C:13]([CH2:17][CH2:18][C:19](=[O:21])[CH3:20])[C:12](=O)[CH2:11][O:10]1. (3) Given the product [S:8]1[C:12]2[CH:13]=[CH:14][CH:15]=[CH:16][C:11]=2[N:10]=[C:9]1[NH:17][C:18]([C:19]1[CH:24]=[CH:23][C:22]([N:25]2[CH2:26][CH2:27][N:28]([C:34](=[O:41])[CH2:35][C:36]3([C:32]([OH:42])=[O:33])[CH2:40][CH2:39][CH2:38][CH2:37]3)[CH2:29][CH2:30]2)=[CH:21][CH:20]=1)=[O:31], predict the reactants needed to synthesize it. The reactants are: FC(F)(F)C(O)=O.[S:8]1[C:12]2[CH:13]=[CH:14][CH:15]=[CH:16][C:11]=2[N:10]=[C:9]1[NH:17][C:18](=[O:31])[C:19]1[CH:24]=[CH:23][C:22]([N:25]2[CH2:30][CH2:29][NH:28][CH2:27][CH2:26]2)=[CH:21][CH:20]=1.[C:32]1(=[O:42])[C:36]2([CH2:40][CH2:39][CH2:38][CH2:37]2)[CH2:35][C:34](=[O:41])[O:33]1.C(N(CC)CC)C.